Dataset: Forward reaction prediction with 1.9M reactions from USPTO patents (1976-2016). Task: Predict the product of the given reaction. The product is: [CH:1]1([C:7]2[N:14]=[C:12]([OH:13])[C:11]3[C:10](=[CH:18][CH:17]=[CH:16][CH:15]=3)[N:9]=2)[CH2:6][CH2:5][CH2:4][CH2:3][CH2:2]1. Given the reactants [CH:1]1([C:7]([NH:9][C:10]2[CH:18]=[CH:17][CH:16]=[CH:15][C:11]=2[C:12]([NH2:14])=[O:13])=O)[CH2:6][CH2:5][CH2:4][CH2:3][CH2:2]1.[OH-].[Na+].Cl, predict the reaction product.